Binary Classification. Given a T-cell receptor sequence (or CDR3 region) and an epitope sequence, predict whether binding occurs between them. From a dataset of TCR-epitope binding with 47,182 pairs between 192 epitopes and 23,139 TCRs. (1) The epitope is RLRAEAQVK. The TCR CDR3 sequence is CASRDSGTRNEQFF. Result: 0 (the TCR does not bind to the epitope). (2) The epitope is LLSAGIFGA. The TCR CDR3 sequence is CASSEGVFGEKLFF. Result: 0 (the TCR does not bind to the epitope).